From a dataset of Catalyst prediction with 721,799 reactions and 888 catalyst types from USPTO. Predict which catalyst facilitates the given reaction. (1) Reactant: [C:1]([O:5][C:6]([N:8]1[CH2:13][CH2:12][C:11](=[O:14])[CH2:10][CH2:9]1)=[O:7])([CH3:4])([CH3:3])[CH3:2].[O:15]([C:22]1[CH:27]=[CH:26][C:25]([Mg]Br)=[CH:24][CH:23]=1)[C:16]1[CH:21]=[CH:20][CH:19]=[CH:18][CH:17]=1.C1C=CC(OC2C=CC(Br)=CC=2)=CC=1.[Cl-].[NH4+]. Product: [C:1]([O:5][C:6]([N:8]1[CH2:9][CH2:10][C:11]([C:25]2[CH:26]=[CH:27][C:22]([O:15][C:16]3[CH:21]=[CH:20][CH:19]=[CH:18][CH:17]=3)=[CH:23][CH:24]=2)([OH:14])[CH2:12][CH2:13]1)=[O:7])([CH3:4])([CH3:2])[CH3:3]. The catalyst class is: 7. (2) Reactant: [CH3:1][S:2][C:3]1[N:8]=[CH:7][C:6]([NH2:9])=[CH:5][CH:4]=1.[Cl:10][C:11]1[C:16]([C:17]#[N:18])=[C:15](Cl)[N:14]=[CH:13][N:12]=1.C(=O)([O-])[O-].[K+].[K+]. Product: [Cl:10][C:11]1[C:16]([C:17]#[N:18])=[C:15]([NH:9][C:6]2[CH:7]=[N:8][C:3]([S:2][CH3:1])=[CH:4][CH:5]=2)[N:14]=[CH:13][N:12]=1. The catalyst class is: 3. (3) Reactant: [OH:1][NH2:2].C([O:5][C:6](=O)[CH2:7][CH2:8][CH2:9][CH2:10][CH2:11][CH2:12][N:13]([C:20]1[CH:25]=[CH:24][C:23]([CH3:26])=[CH:22][N:21]=1)[C:14]1[CH:19]=[CH:18][CH:17]=[CH:16][N:15]=1)C. Product: [OH:1][NH:2][C:6](=[O:5])[CH2:7][CH2:8][CH2:9][CH2:10][CH2:11][CH2:12][N:13]([C:20]1[CH:25]=[CH:24][C:23]([CH3:26])=[CH:22][N:21]=1)[C:14]1[CH:19]=[CH:18][CH:17]=[CH:16][N:15]=1. The catalyst class is: 475. (4) Reactant: [N+:1]([C:4]1[CH:9]=[CH:8][CH:7]=[CH:6][C:5]=1[NH:10][C:11]1[CH:16]=[C:15]([NH:17][CH2:18][C:19]2[CH:20]=[N:21][CH:22]=[CH:23][CH:24]=2)[N:14]=[CH:13][N:12]=1)([O-:3])=[O:2].[H-].[Na+].[Cl:27][C:28]1[C:33]([N:34]=[C:35]=[O:36])=[C:32]([Cl:37])[C:31]([O:38][CH3:39])=[CH:30][C:29]=1[O:40][CH3:41].O. Product: [Cl:27][C:28]1[C:29]([O:40][CH3:41])=[CH:30][C:31]([O:38][CH3:39])=[C:32]([Cl:37])[C:33]=1[NH:34][C:35](=[O:36])[N:17]([C:15]1[CH:16]=[C:11]([NH:10][C:5]2[CH:6]=[CH:7][CH:8]=[CH:9][C:4]=2[N+:1]([O-:3])=[O:2])[N:12]=[CH:13][N:14]=1)[CH2:18][C:19]1[CH:20]=[N:21][CH:22]=[CH:23][CH:24]=1. The catalyst class is: 1.